This data is from Forward reaction prediction with 1.9M reactions from USPTO patents (1976-2016). The task is: Predict the product of the given reaction. (1) The product is: [S:39]1[CH:40]=[CH:41][CH:42]=[C:38]1[CH2:37][NH:36][C:27]([C:26]1[C:25]([CH2:24][CH2:23][CH2:22][S:21][C:17]2[CH:18]=[CH:19][CH:20]=[C:15]([C:14]([F:13])([F:35])[F:34])[CH:16]=2)=[N:33][CH:32]=[CH:31][CH:30]=1)=[O:29]. Given the reactants C1N=CN(C(N2C=NC=C2)=O)C=1.[F:13][C:14]([F:35])([F:34])[C:15]1[CH:16]=[C:17]([S:21][CH2:22][CH2:23][CH2:24][C:25]2[N:33]=[CH:32][CH:31]=[CH:30][C:26]=2[C:27]([OH:29])=O)[CH:18]=[CH:19][CH:20]=1.[NH2:36][CH2:37][C:38]1[S:39][CH:40]=[CH:41][CH:42]=1, predict the reaction product. (2) Given the reactants [Si:1]([O:8][CH2:9][C:10]1[CH:17]=[CH:16][C:13]([C:14]#[N:15])=[CH:12][N:11]=1)([C:4]([CH3:7])([CH3:6])[CH3:5])([CH3:3])[CH3:2].[NH2:18][OH:19], predict the reaction product. The product is: [Si:1]([O:8][CH2:9][C:10]1[N:11]=[CH:12][C:13]([C:14](=[N:18][OH:19])[NH2:15])=[CH:16][CH:17]=1)([C:4]([CH3:7])([CH3:6])[CH3:5])([CH3:3])[CH3:2].